Dataset: Forward reaction prediction with 1.9M reactions from USPTO patents (1976-2016). Task: Predict the product of the given reaction. (1) Given the reactants Cl[C:2]1[CH:7]=[C:6]([NH:8][C:9]2[CH:14]=[CH:13][CH:12]=[CH:11][C:10]=2[S:15]([CH:18]([CH3:20])[CH3:19])(=[O:17])=[O:16])[C:5]([C:21]([F:24])([F:23])[F:22])=[CH:4][N:3]=1.[CH3:25][P:26]([C:29]1[CH:30]=[CH:31][C:32]([O:36][CH3:37])=[C:33]([CH:35]=1)[NH2:34])([CH3:28])=[O:27], predict the reaction product. The product is: [CH3:28][P:26]([C:29]1[CH:30]=[CH:31][C:32]([O:36][CH3:37])=[C:33]([NH:34][C:2]2[CH:7]=[C:6]([NH:8][C:9]3[CH:14]=[CH:13][CH:12]=[CH:11][C:10]=3[S:15]([CH:18]([CH3:20])[CH3:19])(=[O:17])=[O:16])[C:5]([C:21]([F:24])([F:23])[F:22])=[CH:4][N:3]=2)[CH:35]=1)([CH3:25])=[O:27]. (2) Given the reactants C(O[C:4](=[O:24])[CH2:5][C:6]1[C:15]2[C:10](=[CH:11][CH:12]=[CH:13][CH:14]=2)[CH:9]=[C:8](OS(C(F)(F)F)(=O)=O)[CH:7]=1)C.C(OC(=O)CC1C2C(=CC=CC=2)C=C([N:40]2[CH2:47][C:44]3([CH2:46][CH2:45]3)[N:43](CC3C=CC=CC=3)[CH2:42][CH2:41]2)C=1)C.C([N:63]1CCNCC21CC2)C1C=CC=CC=1.[O-]P([O-])([O-])=O.[K+].[K+].[K+].C1(C2C=CC=CC=2)C=CC=CC=1P(C(C)(C)C)C(C)(C)C, predict the reaction product. The product is: [CH2:46]1[C:44]2([CH2:47][N:40]([C:8]3[CH:7]=[C:6]([CH2:5][C:4]([NH2:63])=[O:24])[C:15]4[C:10]([CH:9]=3)=[CH:11][CH:12]=[CH:13][CH:14]=4)[CH2:41][CH2:42][NH:43]2)[CH2:45]1. (3) Given the reactants [N+:1]([C:4]1[CH:9]=[CH:8][C:7]([N:10]2[C:18](=[O:19])[C:17]3[C:12](=[CH:13][CH:14]=[CH:15][CH:16]=3)[C:11]2=[O:20])=[CH:6][C:5]=1[S:21]([F:26])([F:25])([F:24])([F:23])[F:22])([O-])=O.[H][H], predict the reaction product. The product is: [NH2:1][C:4]1[CH:9]=[CH:8][C:7]([N:10]2[C:18](=[O:19])[C:17]3[C:12](=[CH:13][CH:14]=[CH:15][CH:16]=3)[C:11]2=[O:20])=[CH:6][C:5]=1[S:21]([F:26])([F:25])([F:22])([F:23])[F:24]. (4) Given the reactants Cl[C:2]1[C:11]2[C:6](=[CH:7][C:8]([O:17][CH2:18][CH2:19][O:20][CH3:21])=[C:9]([O:12][CH2:13][CH2:14][O:15][CH3:16])[CH:10]=2)[N:5]=[CH:4][N:3]=1.[NH2:22][C:23]1[CH:30]=[C:29]([OH:31])[CH:28]=[CH:27][C:24]=1[CH2:25]O, predict the reaction product. The product is: [OH:31][C:29]1[CH:30]=[C:23]2[C:24]([CH2:25][N:3]3[CH:4]=[N:5][C:6]4[C:11](=[CH:10][C:9]([O:12][CH2:13][CH2:14][O:15][CH3:16])=[C:8]([O:17][CH2:18][CH2:19][O:20][CH3:21])[CH:7]=4)[C:2]3=[N:22]2)=[CH:27][CH:28]=1.